This data is from Catalyst prediction with 721,799 reactions and 888 catalyst types from USPTO. The task is: Predict which catalyst facilitates the given reaction. (1) Reactant: [C:1]([O:5][C:6]([N:8]1[CH2:12][CH2:11][CH:10]([C:13](=O)[C:14]#[C:15][CH3:16])[CH2:9]1)=[O:7])([CH3:4])([CH3:3])[CH3:2].[CH3:18][NH:19][NH2:20]. Product: [C:1]([O:5][C:6]([N:8]1[CH2:12][CH2:11][CH:10]([C:13]2[CH:14]=[C:15]([CH3:16])[N:19]([CH3:18])[N:20]=2)[CH2:9]1)=[O:7])([CH3:4])([CH3:3])[CH3:2]. The catalyst class is: 5. (2) Reactant: C([O:4][C:5]1[CH:10]=[CH:9][C:8]([NH:11][C:12](=O)[CH3:13])=[C:7]([NH:15][CH2:16][C:17]2[CH:22]=[CH:21][C:20]([C:23]3[CH:28]=[CH:27][CH:26]=[CH:25][CH:24]=3)=[CH:19][C:18]=2[Cl:29])[CH:6]=1)(=O)C.S(=O)(=O)(O)O. Product: [Cl:29][C:18]1[CH:19]=[C:20]([C:23]2[CH:28]=[CH:27][CH:26]=[CH:25][CH:24]=2)[CH:21]=[CH:22][C:17]=1[CH2:16][N:15]1[C:7]2[CH:6]=[C:5]([OH:4])[CH:10]=[CH:9][C:8]=2[N:11]=[C:12]1[CH3:13]. The catalyst class is: 8. (3) Reactant: C[O:2][C:3]([C:5]1[C:14]2[C:9](=[CH:10][CH:11]=[CH:12][CH:13]=2)[C:8]([CH2:15][N:16]([CH2:23][C:24]2[NH:25][CH:26]=[CH:27][N:28]=2)[CH2:17][C:18]2[NH:19][CH:20]=[CH:21][N:22]=2)=[CH:7][CH:6]=1)=[O:4].[OH-].[Na+].Cl. Product: [NH:19]1[CH:20]=[CH:21][N:22]=[C:18]1[CH2:17][N:16]([CH2:15][C:8]1[C:9]2[C:14](=[CH:13][CH:12]=[CH:11][CH:10]=2)[C:5]([C:3]([OH:4])=[O:2])=[CH:6][CH:7]=1)[CH2:23][C:24]1[NH:28][CH:27]=[CH:26][N:25]=1. The catalyst class is: 5. (4) Reactant: [H-].[H-].[H-].[H-].[Li+].[Al+3].[CH3:7][C:8]1[C@@H:14]2[C:15]([CH3:17])([CH3:16])[C@@H:12]([CH2:13]2)[C:10](=[O:11])[CH:9]=1.[F-].[Na+].[OH-].[Na+]. Product: [C@H:14]12[CH2:13][C@H:12]([C:15]1([CH3:16])[CH3:17])[C@H:10]([OH:11])[CH:9]=[C:8]2[CH3:7]. The catalyst class is: 280. (5) Reactant: [Br:1][C:2]1[CH:9]=[CH:8][C:5]([CH:6]=O)=[C:4]([F:10])[CH:3]=1.[NH:11]1[CH2:16][CH2:15][CH2:14][CH2:13][CH2:12]1.C(O[BH-](OC(=O)C)OC(=O)C)(=O)C.[Na+]. Product: [Br:1][C:2]1[CH:9]=[CH:8][C:5]([CH2:6][N:11]2[CH2:16][CH2:15][CH2:14][CH2:13][CH2:12]2)=[C:4]([F:10])[CH:3]=1. The catalyst class is: 2. (6) Reactant: [CH2:1]([N:8]1[C:13]([CH2:15][O:16][CH3:17])([CH3:14])[CH2:12][NH:11][C:10](=O)[CH2:9]1)[C:2]1[CH:7]=[CH:6][CH:5]=[CH:4][CH:3]=1.[H-].[Al+3].[Li+].[H-].[H-].[H-]. Product: [CH2:1]([N:8]1[CH2:9][CH2:10][NH:11][CH2:12][C:13]1([CH2:15][O:16][CH3:17])[CH3:14])[C:2]1[CH:3]=[CH:4][CH:5]=[CH:6][CH:7]=1. The catalyst class is: 1. (7) Reactant: [CH3:1][CH:2]([OH:4])[CH3:3].[H-].[Na+].[Cl:7][C:8]1[CH:13]=[N:12][CH:11]=[C:10](Cl)[N:9]=1. Product: [Cl:7][C:8]1[CH:13]=[N:12][CH:11]=[C:10]([O:4][CH:2]([CH3:3])[CH3:1])[N:9]=1. The catalyst class is: 1.